Regression/Classification. Given a drug SMILES string, predict its absorption, distribution, metabolism, or excretion properties. Task type varies by dataset: regression for continuous measurements (e.g., permeability, clearance, half-life) or binary classification for categorical outcomes (e.g., BBB penetration, CYP inhibition). Dataset: cyp2c19_veith. From a dataset of CYP2C19 inhibition data for predicting drug metabolism from PubChem BioAssay. The molecule is O=C1Nc2ccc(F)cc2C12Nc1ccccc1-c1nnc(SCc3ccccc3Cl)nc1O2. The result is 1 (inhibitor).